Dataset: Full USPTO retrosynthesis dataset with 1.9M reactions from patents (1976-2016). Task: Predict the reactants needed to synthesize the given product. (1) Given the product [C:4]([CH2:6][C:7]1([N:22]2[CH:26]=[C:25]([C:27]3[CH:32]=[CH:31][N:30]=[C:29]4[NH:33][CH:34]=[CH:35][C:28]=34)[CH:24]=[N:23]2)[CH2:10][N:9]([C:11]2[CH:20]=[CH:19][C:14]([C:15]([OH:17])=[O:16])=[CH:13][C:12]=2[F:21])[CH2:8]1)#[N:5], predict the reactants needed to synthesize it. The reactants are: O.[OH-].[Li+].[C:4]([CH2:6][C:7]1([N:22]2[CH:26]=[C:25]([C:27]3[CH:32]=[CH:31][N:30]=[C:29]4[NH:33][CH:34]=[CH:35][C:28]=34)[CH:24]=[N:23]2)[CH2:10][N:9]([C:11]2[CH:20]=[CH:19][C:14]([C:15]([O:17]C)=[O:16])=[CH:13][C:12]=2[F:21])[CH2:8]1)#[N:5].Cl. (2) Given the product [C:35]([OH:42])(=[O:41])/[CH:36]=[CH:37]/[C:38]([OH:40])=[O:39].[Cl:2][C:3]1[C:8]([C:9]2[C:10]([F:22])=[CH:11][C:12]([O:16][CH2:17][CH2:18][CH2:19][NH:20][CH3:21])=[CH:13][C:14]=2[F:15])=[C:7]([NH:23][C@@H:24]([CH3:29])[C:25]([F:27])([F:28])[F:26])[N:6]2[N:30]=[CH:31][N:32]=[C:5]2[N:4]=1, predict the reactants needed to synthesize it. The reactants are: Cl.[Cl:2][C:3]1[C:8]([C:9]2[C:14]([F:15])=[CH:13][C:12]([O:16][CH2:17][CH2:18][CH2:19][NH:20][CH3:21])=[CH:11][C:10]=2[F:22])=[C:7]([NH:23][C@@H:24]([CH3:29])[C:25]([F:28])([F:27])[F:26])[N:6]2[N:30]=[CH:31][N:32]=[C:5]2[N:4]=1.[OH-].[Na+].[C:35]([OH:42])(=[O:41])/[CH:36]=[CH:37]/[C:38]([OH:40])=[O:39]. (3) Given the product [NH2:1][C:2]1[CH:11]=[CH:10][C:9]([C:20]2[CH2:21][CH2:22][C:17]3([O:16][CH2:15][CH2:14][O:13]3)[CH2:18][CH:19]=2)=[CH:8][C:3]=1[C:4]([NH:6][CH3:7])=[O:5], predict the reactants needed to synthesize it. The reactants are: [NH2:1][C:2]1[CH:11]=[CH:10][C:9](Br)=[CH:8][C:3]=1[C:4]([NH:6][CH3:7])=[O:5].[O:13]1[C:17]2([CH2:22][CH2:21][C:20](B3OC(C)(C)C(C)(C)O3)=[CH:19][CH2:18]2)[O:16][CH2:15][CH2:14]1.ClCCl.O1CCOCC1.C(=O)([O-])[O-].[K+].[K+].O. (4) Given the product [CH3:11][C:8]1[CH:9]=[CH:10][C:5]([S:2](/[CH:1]=[CH:27]/[C:26]2[CH:29]=[C:22]([Cl:21])[CH:23]=[CH:24][C:25]=2[CH3:30])(=[O:3])=[O:4])=[CH:6][CH:7]=1, predict the reactants needed to synthesize it. The reactants are: [CH3:1][S:2]([C:5]1[CH:10]=[CH:9][C:8]([CH3:11])=[CH:7][CH:6]=1)(=[O:4])=[O:3].P(Cl)(OCC)(OCC)=O.[Cl:21][C:22]1[CH:23]=[CH:24][C:25]([CH3:30])=[C:26]([CH:29]=1)[CH:27]=O.O. (5) Given the product [CH2:3]([O:10][C:11]1[CH:20]=[C:19]2[C:14]([C:15](=[O:38])[N:16]([CH2:31][O:30][C:24](=[O:29])[C:25]([CH3:28])([CH3:27])[CH3:26])[CH:17]=[N:18]2)=[CH:13][C:12]=1[O:22][CH3:23])[C:4]1[CH:9]=[CH:8][CH:7]=[CH:6][CH:5]=1, predict the reactants needed to synthesize it. The reactants are: [H-].[Na+].[CH2:3]([O:10][C:11]1[CH:20]=[C:19]2[C:14]([CH2:15][NH:16][C:17](=O)[NH:18]2)=[CH:13][C:12]=1[O:22][CH3:23])[C:4]1[CH:9]=[CH:8][CH:7]=[CH:6][CH:5]=1.[C:24]([O:30][CH2:31]Cl)(=[O:29])[C:25]([CH3:28])([CH3:27])[CH3:26].Cl.CN(C=[O:38])C.